Dataset: Full USPTO retrosynthesis dataset with 1.9M reactions from patents (1976-2016). Task: Predict the reactants needed to synthesize the given product. Given the product [Cl:1][C:2]1[CH:7]=[C:6]([N:8]([CH2:10][C:11]2[S:12][C:13]([Cl:16])=[CH:14][CH:15]=2)[CH3:9])[CH:5]=[CH:4][C:3]=1[NH2:17], predict the reactants needed to synthesize it. The reactants are: [Cl:1][C:2]1[CH:7]=[C:6]([N:8]([CH2:10][C:11]2[S:12][C:13]([Cl:16])=[CH:14][CH:15]=2)[CH3:9])[CH:5]=[CH:4][C:3]=1[NH:17]C(=O)C(F)(F)F.C(=O)([O-])[O-].[K+].[K+].